This data is from Full USPTO retrosynthesis dataset with 1.9M reactions from patents (1976-2016). The task is: Predict the reactants needed to synthesize the given product. (1) Given the product [F:8][C:9]1[CH:10]=[C:11]([CH:12]=[CH:13][C:14]=1[S:1][C:2]1[CH:7]=[CH:6][N:5]=[CH:4][CH:3]=1)[NH2:16], predict the reactants needed to synthesize it. The reactants are: [SH:1][C:2]1[CH:7]=[CH:6][N:5]=[CH:4][CH:3]=1.[F:8][C:9]1[CH:10]=[C:11]([N+:16]([O-])=O)[CH:12]=[CH:13][C:14]=1F.C(=O)([O-])[O-].[K+].[K+]. (2) Given the product [ClH:44].[NH2:35][C@@H:32]1[CH2:33][CH2:34][C@H:29]([N:19]2[C:20](=[O:28])[C:21]3[CH:26]=[C:25]([F:27])[CH:24]=[N:23][C:22]=3[N:17]([C:13]3[CH:12]=[C:11]([C:6]4[CH:7]=[CH:8][CH:9]=[CH:10][C:5]=4[CH2:4][N:2]([CH3:1])[CH3:3])[CH:16]=[CH:15][CH:14]=3)[C:18]2=[O:43])[CH2:30][CH2:31]1, predict the reactants needed to synthesize it. The reactants are: [CH3:1][N:2]([CH2:4][C:5]1[CH:10]=[CH:9][CH:8]=[CH:7][C:6]=1[C:11]1[CH:16]=[CH:15][CH:14]=[C:13]([N:17]2[C:22]3[N:23]=[CH:24][C:25]([F:27])=[CH:26][C:21]=3[C:20](=[O:28])[N:19]([C@@H:29]3[CH2:34][CH2:33][C@H:32]([NH:35]C(=O)OC(C)(C)C)[CH2:31][CH2:30]3)[C:18]2=[O:43])[CH:12]=1)[CH3:3].[ClH:44]. (3) Given the product [O:28]=[S:25]1(=[O:29])[CH2:26][CH2:27][N:22]([CH2:13][CH2:12][CH2:11][C:7]2[CH:6]=[C:5]3[C:10](=[CH:9][CH:8]=2)[C:2](=[O:1])[O:3][CH2:4]3)[CH2:23][CH2:24]1, predict the reactants needed to synthesize it. The reactants are: [O:1]=[C:2]1[C:10]2[C:5](=[CH:6][C:7]([CH2:11][CH2:12][CH:13]=O)=[CH:8][CH:9]=2)[CH2:4][O:3]1.FC(F)(F)C(O)=O.[NH:22]1[CH2:27][CH2:26][S:25](=[O:29])(=[O:28])[CH2:24][CH2:23]1.C([BH3-])#N.[Na+]. (4) The reactants are: [NH2:1][C:2]1[CH:3]=[C:4]([NH:8][C:9](=[O:15])[O:10][C:11]([CH3:14])([CH3:13])[CH3:12])[CH:5]=[CH:6][CH:7]=1.C(N(CC)CC)C.[N+:23]([C:26]1[CH:27]=[C:28]([S:32](Cl)(=[O:34])=[O:33])[CH:29]=[CH:30][CH:31]=1)([O-:25])=[O:24]. Given the product [N+:23]([C:26]1[CH:27]=[C:28]([S:32]([NH:1][C:2]2[CH:3]=[C:4]([NH:8][C:9](=[O:15])[O:10][C:11]([CH3:12])([CH3:14])[CH3:13])[CH:5]=[CH:6][CH:7]=2)(=[O:34])=[O:33])[CH:29]=[CH:30][CH:31]=1)([O-:25])=[O:24], predict the reactants needed to synthesize it. (5) The reactants are: [CH3:1][C:2]([C:4]1[CH:9]=[CH:8][C:7](I)=[CH:6][CH:5]=1)=[O:3].C(Cl)Cl.CCN(CC)CC.[BH3:21].[OH:22][C:23]([C:26]([OH:29])([CH3:28])[CH3:27])([CH3:25])[CH3:24]. Given the product [CH3:24][C:23]1([CH3:25])[C:26]([CH3:28])([CH3:27])[O:29][B:21]([C:7]2[CH:8]=[CH:9][C:4]([C:2](=[O:3])[CH3:1])=[CH:5][CH:6]=2)[O:22]1, predict the reactants needed to synthesize it. (6) Given the product [F:25][C:22]([F:23])([F:24])[C:19]1[CH:20]=[CH:21][C:16]([O:15][C:14]2[CH:13]=[C:12]([CH:11]=[C:30]3[CH2:35][CH2:34][CH:33]([C:36]([O:38][CH2:39][CH3:40])=[O:37])[CH2:32][CH2:31]3)[CH:28]=[CH:27][CH:26]=2)=[N:17][CH:18]=1, predict the reactants needed to synthesize it. The reactants are: [H-].[Na+].C(OP([CH2:11][C:12]1[CH:13]=[C:14]([CH:26]=[CH:27][CH:28]=1)[O:15][C:16]1[CH:21]=[CH:20][C:19]([C:22]([F:25])([F:24])[F:23])=[CH:18][N:17]=1)(OCC)=O)C.O=[C:30]1[CH2:35][CH2:34][CH:33]([C:36]([O:38][CH2:39][CH3:40])=[O:37])[CH2:32][CH2:31]1. (7) Given the product [OH:35][CH2:34][CH2:36][NH:37][C:4]([C:6]1[C:7]2[S:15][CH:14]=[C:13]([CH2:16][O:17][C:18]3[CH:23]=[C:22]([O:24][CH2:25][C:26]4[CH:27]=[CH:28][C:29]([Cl:32])=[CH:30][CH:31]=4)[CH:21]=[CH:20][C:19]=3[Cl:33])[C:8]=2[C:9]([NH2:12])=[N:10][CH:11]=1)=[O:3], predict the reactants needed to synthesize it. The reactants are: C([O:3][C:4]([C:6]1[C:7]2[S:15][CH:14]=[C:13]([CH2:16][O:17][C:18]3[CH:23]=[C:22]([O:24][CH2:25][C:26]4[CH:31]=[CH:30][C:29]([Cl:32])=[CH:28][CH:27]=4)[CH:21]=[CH:20][C:19]=3[Cl:33])[C:8]=2[C:9]([NH2:12])=[N:10][CH:11]=1)=O)C.[CH2:34]([CH2:36][NH2:37])[OH:35]. (8) Given the product [I:24][C:17]1[NH:16][N:15]=[CH:14][C:13]=1[C:11]1[CH:10]=[CH:9][N:8]=[C:7]([S:6][CH3:5])[N:12]=1, predict the reactants needed to synthesize it. The reactants are: N([O-])=O.[Na+].[CH3:5][S:6][C:7]1[N:12]=[C:11]([C:13]2[CH:14]=[N:15][NH:16][C:17]=2N)[CH:10]=[CH:9][N:8]=1.OS(O)(=O)=O.[I-:24].[K+].N.II.[O-]S([O-])(=S)=O.[Na+].[Na+].